Dataset: Forward reaction prediction with 1.9M reactions from USPTO patents (1976-2016). Task: Predict the product of the given reaction. (1) Given the reactants [NH2:1][C:2]1[CH:7]=[CH:6][C:5]([N:8]2[CH2:14][CH2:13][CH2:12][N:11](C(OC(C)(C)C)=O)[CH2:10][CH2:9]2)=[CH:4][C:3]=1[NH:22][S:23]([C:26]1[CH:31]=[CH:30][CH:29]=[CH:28][CH:27]=1)(=[O:25])=[O:24].[N:32]1[C:41]2[C:36](=[CH:37][CH:38]=[CH:39][C:40]=2[S:42]([Cl:45])(=[O:44])=[O:43])[CH:35]=[CH:34][CH:33]=1, predict the reaction product. The product is: [ClH:45].[N:8]1([C:5]2[CH:6]=[CH:7][C:2]([NH:1][S:42]([C:40]3[CH:39]=[CH:38][CH:37]=[C:36]4[C:41]=3[N:32]=[CH:33][CH:34]=[CH:35]4)(=[O:44])=[O:43])=[C:3]([NH:22][S:23]([C:26]3[CH:27]=[CH:28][CH:29]=[CH:30][CH:31]=3)(=[O:25])=[O:24])[CH:4]=2)[CH2:14][CH2:13][CH2:12][NH:11][CH2:10][CH2:9]1. (2) Given the reactants [F:1][C:2]([C:8]1[CH:9]=[C:10]([OH:25])[C:11]2[C@@H:12]3[CH2:23][C:22]([CH3:24])=[CH:21][CH2:20][C@H:13]3[C:14]([CH3:19])([CH3:18])[O:15][C:16]=2[CH:17]=1)([F:7])[CH2:3][CH2:4][CH2:5][CH3:6].[F:26][C:27]([C:33]1[CH:34]=[C:35]([OH:50])[C:36]2[C@@H:37]3[CH:48]=[C:47]([CH3:49])[CH2:46][CH2:45][C@H:38]3[C:39]([CH3:44])([CH3:43])[O:40][C:41]=2[CH:42]=1)([F:32])[CH2:28][CH2:29][CH2:30][CH3:31].Cl[C:52](Cl)([O:54][C:55](=[O:61])OC(Cl)(Cl)Cl)Cl.[N+]([O-])([O-])=O.[O:67]([CH2:71][CH2:72][NH3+:73])[N+:68]([O-:70])=[O:69].C(N(CC)CC)C, predict the reaction product. The product is: [N+:68]([O:67][CH2:71][CH2:72][NH:73][C:55](=[O:61])[O:25][C:10]1[CH:9]=[C:8]([C:2]([F:7])([F:1])[CH2:3][CH2:4][CH2:5][CH3:6])[CH:17]=[C:16]2[C:11]=1[C@@H:12]1[CH2:23][C:22]([CH3:24])=[CH:21][CH2:20][C@H:13]1[C:14]([CH3:19])([CH3:18])[O:15]2)([O-:70])=[O:69].[N+:68]([O:67][CH2:71][CH2:72][NH:73][C:52](=[O:54])[O:50][C:35]1[CH:34]=[C:33]([C:27]([F:32])([F:26])[CH2:28][CH2:29][CH2:30][CH3:31])[CH:42]=[C:41]2[C:36]=1[C@@H:37]1[CH:48]=[C:47]([CH3:49])[CH2:46][CH2:45][C@H:38]1[C:39]([CH3:44])([CH3:43])[O:40]2)([O-:70])=[O:69]. (3) Given the reactants Br[C:2]1[CH:3]=[N:4][C:5]([O:8][CH2:9][CH2:10][O:11][C:12]2[C:16]([C:17]3[CH:22]=[CH:21][C:20]([CH3:23])=[CH:19][CH:18]=3)=[C:15]([NH:24][S:25]([C:28]3[CH:33]=[CH:32][C:31]([C:34]([CH3:37])([CH3:36])[CH3:35])=[CH:30][CH:29]=3)(=[O:27])=[O:26])[N:14]([CH3:38])[N:13]=2)=[N:6][CH:7]=1.C([Sn](CCCC)(CCCC)[C:44]1[O:45][CH:46]=[CH:47][CH:48]=1)CCC, predict the reaction product. The product is: [C:34]([C:31]1[CH:32]=[CH:33][C:28]([S:25]([NH:24][C:15]2[N:14]([CH3:38])[N:13]=[C:12]([O:11][CH2:10][CH2:9][O:8][C:5]3[N:4]=[CH:3][C:2]([C:44]4[O:45][CH:46]=[CH:47][CH:48]=4)=[CH:7][N:6]=3)[C:16]=2[C:17]2[CH:22]=[CH:21][C:20]([CH3:23])=[CH:19][CH:18]=2)(=[O:27])=[O:26])=[CH:29][CH:30]=1)([CH3:37])([CH3:36])[CH3:35]. (4) Given the reactants C([CH2:3][CH2:4][C:5]1[CH:10]=[CH:9][C:8](OC(=O)C(F)(F)F)=[CH:7][CH:6]=1)#N.[B:18]1([B:18]2[O:22][C:21]([CH3:24])([CH3:23])[C:20]([CH3:26])([CH3:25])[O:19]2)[O:22][C:21]([CH3:24])([CH3:23])[C:20]([CH3:26])([CH3:25])[O:19]1.C([O-])(=O)C.[K+].[CH3:41][N:42](C=O)C, predict the reaction product. The product is: [CH3:25][C:20]1([CH3:26])[C:21]([CH3:24])([CH3:23])[O:22][B:18]([C:8]2[CH:7]=[CH:6][C:5]([CH:4]([CH3:3])[C:41]#[N:42])=[CH:10][CH:9]=2)[O:19]1. (5) The product is: [F:11][C:12]1[CH:18]=[C:17]([I:19])[CH:16]=[CH:15][C:13]=1[NH:14][C:21]1[C:22]([N+:30]([O-:32])=[O:31])=[C:23]([F:29])[CH:24]=[C:25]([F:28])[C:26]=1[F:27]. Given the reactants C[Si](C)(C)[N-][Si](C)(C)C.[Li+].[F:11][C:12]1[CH:18]=[C:17]([I:19])[CH:16]=[CH:15][C:13]=1[NH2:14].F[C:21]1[C:26]([F:27])=[C:25]([F:28])[CH:24]=[C:23]([F:29])[C:22]=1[N+:30]([O-:32])=[O:31].C(OCC)(=O)C, predict the reaction product. (6) Given the reactants [F:1][C:2]1[CH:3]=[C:4]([CH:8]=[CH:9][C:10]=1[O:11][CH3:12])[C:5](Cl)=[O:6].[CH2:13]([CH:20]1[CH2:25][CH2:24][NH:23][CH2:22][CH2:21]1)[C:14]1[CH:19]=[CH:18][CH:17]=[CH:16][CH:15]=1, predict the reaction product. The product is: [CH2:13]([CH:20]1[CH2:25][CH2:24][N:23]([C:5]([C:4]2[CH:8]=[CH:9][C:10]([O:11][CH3:12])=[C:2]([F:1])[CH:3]=2)=[O:6])[CH2:22][CH2:21]1)[C:14]1[CH:19]=[CH:18][CH:17]=[CH:16][CH:15]=1.